From a dataset of Reaction yield outcomes from USPTO patents with 853,638 reactions. Predict the reaction yield, written as a fraction of the theoretical maximum amount of product (1.0 means a 100% yield; for example, 0.34 means a 34% yield). (1) The reactants are [NH2:1][C:2]1[N:7]=[CH:6][N:5]=[C:4]2[N:8]([CH:19]([C:21]3[O:22][C:23]4[C:28]([C:29](=[O:38])[C:30]=3[C:31]3[CH:36]=[CH:35][CH:34]=[C:33]([F:37])[CH:32]=3)=[CH:27][C:26]([F:39])=[CH:25][CH:24]=4)[CH3:20])[N:9]=[C:10]([C:11]3[CH:16]=[CH:15][CH:14]=[C:13]([O:17]C)[CH:12]=3)[C:3]=12. The catalyst is ClCCl.B(Br)(Br)Br. The product is [NH2:1][C:2]1[N:7]=[CH:6][N:5]=[C:4]2[N:8]([CH:19]([C:21]3[O:22][C:23]4[C:28]([C:29](=[O:38])[C:30]=3[C:31]3[CH:36]=[CH:35][CH:34]=[C:33]([F:37])[CH:32]=3)=[CH:27][C:26]([F:39])=[CH:25][CH:24]=4)[CH3:20])[N:9]=[C:10]([C:11]3[CH:16]=[CH:15][CH:14]=[C:13]([OH:17])[CH:12]=3)[C:3]=12. The yield is 0.270. (2) The reactants are [CH3:1][N:2]([CH2:4][CH:5]([C:14](=[O:16])[CH3:15])[CH2:6][CH:7]([CH3:13])[C:8]([O:10][CH2:11][CH3:12])=[O:9])[CH3:3].[I:17][CH3:18]. No catalyst specified. The product is [I-:17].[C:14]([CH:5]([CH2:6][CH:7]([CH3:13])[C:8]([O:10][CH2:11][CH3:12])=[O:9])[CH2:4][N+:2]([CH3:18])([CH3:3])[CH3:1])(=[O:16])[CH3:15]. The yield is 0.690. (3) The reactants are [I:1][C:2]1[C:3]([CH:16]=[O:17])=[N:4][N:5]([CH2:7][C:8]2[CH:13]=[CH:12][C:11]([O:14][CH3:15])=[CH:10][CH:9]=2)[CH:6]=1.[CH:18]([Mg]Br)=[CH2:19].[NH4+].[Cl-]. The catalyst is C1COCC1. The product is [I:1][C:2]1[C:3]([CH:16]([OH:17])[CH:18]=[CH2:19])=[N:4][N:5]([CH2:7][C:8]2[CH:9]=[CH:10][C:11]([O:14][CH3:15])=[CH:12][CH:13]=2)[CH:6]=1. The yield is 0.630. (4) The reactants are C1C(=O)N(Cl)C(=O)C1.[CH2:9]([O:16][N:17]1[C:23](=[O:24])[N:22]2[CH2:25][CH:18]1[CH2:19][CH2:20][CH:21]2/[CH:26]=[N:27]/[OH:28])[C:10]1[CH:15]=[CH:14][CH:13]=[CH:12][CH:11]=1.[C:29]([Si:31]([CH3:34])([CH3:33])[CH3:32])#[CH:30].CCN(C(C)C)C(C)C. The catalyst is N1C=CC=CC=1.C(Cl)Cl. The product is [CH2:9]([O:16][N:17]1[C:23](=[O:24])[N:22]2[CH2:25][C@H:18]1[CH2:19][CH2:20][C@H:21]2[C:26]1[CH:30]=[C:29]([Si:31]([CH3:34])([CH3:33])[CH3:32])[O:28][N:27]=1)[C:10]1[CH:11]=[CH:12][CH:13]=[CH:14][CH:15]=1. The yield is 0.410. (5) The reactants are [NH2:1][C@H:2]([CH2:20][C:21]1[CH:26]=[CH:25][CH:24]=[CH:23][CH:22]=1)[C:3]([NH:5][CH2:6][CH:7]([C:14]1[CH:19]=[CH:18][CH:17]=[CH:16][CH:15]=1)[C:8]1[CH:13]=[CH:12][CH:11]=[CH:10][CH:9]=1)=[O:4].[N+:27]([C:30]1[CH:35]=[CH:34][CH:33]=[CH:32][C:31]=1[S:36](Cl)(=[O:38])=[O:37])([O-:29])=[O:28].C(N(CC)CC)C. The catalyst is C(Cl)Cl. The product is [C:14]1([CH:7]([C:8]2[CH:13]=[CH:12][CH:11]=[CH:10][CH:9]=2)[CH2:6][NH:5][C:3](=[O:4])[C@H:2]([NH:1][S:36]([C:31]2[CH:32]=[CH:33][CH:34]=[CH:35][C:30]=2[N+:27]([O-:29])=[O:28])(=[O:37])=[O:38])[CH2:20][C:21]2[CH:22]=[CH:23][CH:24]=[CH:25][CH:26]=2)[CH:15]=[CH:16][CH:17]=[CH:18][CH:19]=1. The yield is 0.740. (6) The reactants are [CH2:1]([Cl:3])Cl.[Li]CCCC.C[B:10]([OH:12])[OH:11].[OH:13][C:14]([C:17]([OH:20])([CH3:19])[CH3:18])([CH3:16])[CH3:15]. The catalyst is C1COCC1. The product is [Cl:3][CH:1]([B:10]([OH:12])[OH:11])[CH3:14].[OH:13][C:14]([C:17]([OH:20])([CH3:19])[CH3:18])([CH3:16])[CH3:15]. The yield is 0.300. (7) The reactants are CN(CC1N(C[C@@H]2CCCNC2)C2C=CC=CC=2N=1)[C@H]1C2N=CC=CC=2CCC1.[CH3:30][N:31]([CH2:42][C:43]1[N:47]([CH2:48][C@H:49]2[CH2:54][CH2:53][CH2:52][N:51]([CH3:55])[CH2:50]2)[C:46]2[CH:56]=[CH:57][CH:58]=[CH:59][C:45]=2[N:44]=1)[C@@H:32]1[C:41]2[N:40]=[CH:39][CH:38]=[CH:37][C:36]=2[CH2:35][CH2:34][CH2:33]1. The yield is 0.820. The product is [CH3:30][N:31]([CH2:42][C:43]1[N:47]([CH2:48][C@@H:49]2[CH2:54][CH2:53][CH2:52][N:51]([CH3:55])[CH2:50]2)[C:46]2[CH:56]=[CH:57][CH:58]=[CH:59][C:45]=2[N:44]=1)[C@H:32]1[C:41]2[N:40]=[CH:39][CH:38]=[CH:37][C:36]=2[CH2:35][CH2:34][CH2:33]1. No catalyst specified.